This data is from Catalyst prediction with 721,799 reactions and 888 catalyst types from USPTO. The task is: Predict which catalyst facilitates the given reaction. (1) Reactant: [C:1]([N:4]1[CH2:9][CH2:8][N:7]([CH2:10][C:11]2[N:19]3[C:14]([C:15]([NH2:20])=[N:16][CH:17]=[N:18]3)=[C:13]([C:21]3[CH:26]=[CH:25][C:24]([NH:27]C(=O)OC(C)(C)C)=[C:23]([F:35])[CH:22]=3)[CH:12]=2)[CH2:6][CH2:5]1)(=[O:3])[CH3:2].C(O)(C(F)(F)F)=O.C(Cl)Cl.CO. Product: [C:1]([N:4]1[CH2:9][CH2:8][N:7]([CH2:10][C:11]2[N:19]3[C:14]([C:15]([NH2:20])=[N:16][CH:17]=[N:18]3)=[C:13]([C:21]3[CH:26]=[CH:25][C:24]([NH2:27])=[C:23]([F:35])[CH:22]=3)[CH:12]=2)[CH2:6][CH2:5]1)(=[O:3])[CH3:2]. The catalyst class is: 2. (2) Reactant: [CH3:1][C:2]1[S:6][C:5](/[CH:7]=[CH:8]/[C:9]([O:11]CC)=[O:10])=[CH:4][CH:3]=1.[OH-].[Na+].O. Product: [CH3:1][C:2]1[S:6][C:5](/[CH:7]=[CH:8]/[C:9]([OH:11])=[O:10])=[CH:4][CH:3]=1. The catalyst class is: 5. (3) Product: [Cl:1][C:2]1[CH:7]=[C:6]([O:21][C:14]2[C:15]3[C:20](=[CH:19][CH:18]=[CH:17][CH:16]=3)[C:11]([NH2:10])=[CH:12][CH:13]=2)[CH:5]=[CH:4][N:3]=1. Reactant: [Cl:1][C:2]1[CH:7]=[C:6](F)[CH:5]=[CH:4][N:3]=1.Cl.[NH2:10][C:11]1[C:20]2[C:15](=[CH:16][CH:17]=[CH:18][CH:19]=2)[C:14]([OH:21])=[CH:13][CH:12]=1.[K].[O-]CCCC. The catalyst class is: 179. (4) Reactant: [NH2:1][C:2]1[N:7]([CH2:8][CH3:9])[C:6](=[O:10])[NH:5][C:4](=[O:11])[C:3]=1[NH:12][C:13](=O)[C:14]#[C:15][C:16]1[CH:21]=[CH:20][C:19]([O:22][CH3:23])=[C:18]([O:24][CH3:25])[CH:17]=1.O. Product: [CH3:25][O:24][C:18]1[CH:17]=[C:16]([C:15]#[C:14][C:13]2[NH:12][C:3]3[C:4](=[O:11])[NH:5][C:6](=[O:10])[N:7]([CH2:8][CH3:9])[C:2]=3[N:1]=2)[CH:21]=[CH:20][C:19]=1[O:22][CH3:23]. The catalyst class is: 9.